Task: Predict which catalyst facilitates the given reaction.. Dataset: Catalyst prediction with 721,799 reactions and 888 catalyst types from USPTO (1) Reactant: CCCC[N+](CCCC)(CCCC)CCCC.[F-].[Si]([O:26][C@H:27]([C:76]1[CH:85]=[CH:84][C:83]([OH:86])=[C:82]2[C:77]=1[CH:78]=[CH:79][C:80](=[O:87])[NH:81]2)[CH2:28][NH:29][CH2:30][CH2:31][CH2:32][C:33]#[C:34][C:35]1[CH:40]=[CH:39][C:38]([NH:41][C:42]([C:44]2[CH:45]=[C:46]([S:50]([C:53]3[CH:54]=[C:55]4[C:60](=[C:61]([CH3:63])[CH:62]=3)[N:59]=[CH:58][C:57]([C:64]([NH2:66])=[O:65])=[C:56]4[NH:67][C:68]3[CH:73]=[CH:72][CH:71]=[C:70]([O:74][CH3:75])[CH:69]=3)(=[O:52])=[O:51])[CH:47]=[CH:48][CH:49]=2)=[O:43])=[CH:37][CH:36]=1)(C(C)(C)C)(C)C.C(O)(=O)C. Product: [OH:26][C@H:27]([C:76]1[CH:85]=[CH:84][C:83]([OH:86])=[C:82]2[C:77]=1[CH:78]=[CH:79][C:80](=[O:87])[NH:81]2)[CH2:28][NH:29][CH2:30][CH2:31][CH2:32][C:33]#[C:34][C:35]1[CH:36]=[CH:37][C:38]([NH:41][C:42]([C:44]2[CH:45]=[C:46]([S:50]([C:53]3[CH:54]=[C:55]4[C:60](=[C:61]([CH3:63])[CH:62]=3)[N:59]=[CH:58][C:57]([C:64]([NH2:66])=[O:65])=[C:56]4[NH:67][C:68]3[CH:73]=[CH:72][CH:71]=[C:70]([O:74][CH3:75])[CH:69]=3)(=[O:51])=[O:52])[CH:47]=[CH:48][CH:49]=2)=[O:43])=[CH:39][CH:40]=1. The catalyst class is: 1. (2) The catalyst class is: 24. Product: [Cl:20][CH2:19][CH2:18][CH2:17][CH2:16][N:3]1[CH:4]=[CH:5][C:6]([CH3:8])=[CH:7][C:2]1=[O:1]. Reactant: [OH:1][C:2]1[CH:7]=[C:6]([CH3:8])[CH:5]=[CH:4][N:3]=1.C(=O)([O-])[O-].[K+].[K+].Br[CH2:16][CH2:17][CH2:18][CH2:19][Cl:20].[I-].[K+]. (3) The catalyst class is: 3. Product: [CH3:23][O:24][C:25](=[O:33])[C:26]1[CH:31]=[CH:30][CH:29]=[C:28]([NH:32][C:18](=[O:19])/[CH:17]=[CH:16]/[O:15][C:14]2[CH:13]=[CH:12][C:11]([C:1]34[CH2:10][CH:5]5[CH2:6][CH:7]([CH2:9][CH:3]([CH2:4]5)[CH2:2]3)[CH2:8]4)=[CH:22][CH:21]=2)[CH:27]=1. Reactant: [C:1]12([C:11]3[CH:22]=[CH:21][C:14]([O:15][CH:16]=[CH:17][C:18](O)=[O:19])=[CH:13][CH:12]=3)[CH2:10][CH:5]3[CH2:6][CH:7]([CH2:9][CH:3]([CH2:4]3)[CH2:2]1)[CH2:8]2.[CH3:23][O:24][C:25](=[O:33])[C:26]1[CH:31]=[CH:30][CH:29]=[C:28]([NH2:32])[CH:27]=1.CN(C(ON1N=NC2C=CC=NC1=2)=[N+](C)C)C.F[P-](F)(F)(F)(F)F.CCN(C(C)C)C(C)C. (4) Reactant: [OH:1][C@H:2]1[C@@H:6]([CH2:7][NH:8][C:9](=[O:14])[C:10]([F:13])([F:12])[F:11])[CH2:5][N:4](C(OC(C)(C)C)=O)[CH2:3]1.[ClH:22]. Product: [ClH:22].[F:13][C:10]([F:11])([F:12])[C:9]([NH:8][CH2:7][C@@H:6]1[C@H:2]([OH:1])[CH2:3][NH:4][CH2:5]1)=[O:14]. The catalyst class is: 135. (5) Reactant: [C:1]([O:5][C:6]([NH:8][C:9]([NH:18][C:19]([O:21][C:22]([CH3:25])([CH3:24])[CH3:23])=[O:20])=[N:10]S(C(F)(F)F)(=O)=O)=[O:7])([CH3:4])([CH3:3])[CH3:2].S(=O)(=O)(O)O.N[C:32]1[CH:33]=[N:34][N:35]([CH3:38])[C:36]=1[NH2:37].C(N(CC)CC)C.C(OCC)(=O)C. Product: [NH2:37][C:36]1[N:35]([CH3:38])[N:34]=[CH:33][C:32]=1[NH:10][C:9]([NH:18][C:19]([O:21][C:22]([CH3:25])([CH3:24])[CH3:23])=[O:20])=[N:8][C:6]([O:5][C:1]([CH3:4])([CH3:3])[CH3:2])=[O:7]. The catalyst class is: 46. (6) Reactant: C([NH:11][CH2:12][CH2:13][C:14]([NH:16][CH2:17][CH2:18][S:19]([OH:22])(=[O:21])=[O:20])=[O:15])(OCC1C=CC=CC=1)=O.Br. Product: [NH2:11][CH2:12][CH2:13][C:14]([NH:16][CH2:17][CH2:18][S:19]([OH:22])(=[O:20])=[O:21])=[O:15]. The catalyst class is: 52.